The task is: Predict the reactants needed to synthesize the given product.. This data is from Retrosynthesis with 50K atom-mapped reactions and 10 reaction types from USPTO. (1) The reactants are: CC(C)(C)OC(=O)CCCOCCc1ccccc1. Given the product O=C(O)CCCOCCc1ccccc1, predict the reactants needed to synthesize it. (2) Given the product Clc1ccc(-c2n[nH]c3c2CCNCC3)cc1, predict the reactants needed to synthesize it. The reactants are: CC(C)(C)OC(=O)N1CCc2[nH]nc(-c3ccc(Cl)cc3)c2CC1. (3) Given the product CCCCCCCCCCCCCCCCCCC(C)c1cc(OC(=O)CCCN2CCSCC2)c2c(c1)OC(C)(C)C1=C2CCS1, predict the reactants needed to synthesize it. The reactants are: CCCCCCCCCCCCCCCCCCC(C)c1cc(O)c2c(c1)OC(C)(C)C1=C2CCS1.O=C(O)CCCN1CCSCC1. (4) The reactants are: CC(C)(C)c1ccc(/C=C/C(=O)O)cc1.Nc1cccc(O)c1. Given the product CC(C)(C)c1ccc(/C=C/C(=O)Nc2cccc(O)c2)cc1, predict the reactants needed to synthesize it. (5) The reactants are: CC(C)Oc1c(C(=O)O)oc2ccc(Cl)cc12.NCc1ccccc1. Given the product CC(C)Oc1c(C(=O)NCc2ccccc2)oc2ccc(Cl)cc12, predict the reactants needed to synthesize it.